Dataset: Forward reaction prediction with 1.9M reactions from USPTO patents (1976-2016). Task: Predict the product of the given reaction. The product is: [CH3:1][C@H:2]1[C@@H:10]2[C:6](=[C:7]([CH3:11])[CH2:8][CH2:9]2)[C@H:5](/[CH:12]=[C:13](/[C:15]([OH:17])=[O:16])\[CH3:14])[CH2:4][CH2:3]1.[CH3:1][C@H:2]1[C@@H:10]2[C:6](=[C:7]([CH3:11])[CH2:8][CH2:9]2)[C@H:5](/[CH:12]=[C:13](/[C:15]([NH2:20])=[O:17])\[CH3:14])[CH2:4][CH2:3]1. Given the reactants [CH3:1][C@H:2]1[C@@H:10]2[C:6](=[C:7]([CH3:11])[CH2:8][CH2:9]2)[C@H:5](/[CH:12]=[C:13](/[C:15]([OH:17])=[O:16])\[CH3:14])[CH2:4][CH2:3]1.C([N:20](CC)CC)C.ClC(OC)=O.N, predict the reaction product.